From a dataset of Full USPTO retrosynthesis dataset with 1.9M reactions from patents (1976-2016). Predict the reactants needed to synthesize the given product. Given the product [CH3:19][O:21][C:31]1[CH:30]=[CH:29][N:28]=[C:27]([CH2:32][CH2:33][C:34]2[NH:43][C:37]3=[N:38][CH:39]=[C:40]([C:14]4[CH:15]=[CH:16][C:11]([S:8]([NH:7][C:4]5[CH:5]=[CH:6][C:1]([CH3:18])=[CH:2][CH:3]=5)(=[O:10])=[O:9])=[CH:12][CH:13]=4)[CH:41]=[C:36]3[N:35]=2)[CH:26]=1, predict the reactants needed to synthesize it. The reactants are: [C:1]1([CH3:18])[CH:6]=[CH:5][C:4]([NH:7][S:8]([C:11]2[CH:16]=[CH:15][C:14](Br)=[CH:13][CH:12]=2)(=[O:10])=[O:9])=[CH:3][CH:2]=1.[C:19]([O-])(=[O:21])C.[K+].CO[C:26]1[C:27]([CH2:32][CH2:33][C:34]2[NH:43][C:37]3=[N:38][CH:39]=[C:40](I)[CH:41]=[C:36]3[N:35]=2)=[N:28][CH:29]=[CH:30][CH:31]=1.C(=O)([O-])[O-].[K+].[K+].[Cl-].[Li+].